From a dataset of Full USPTO retrosynthesis dataset with 1.9M reactions from patents (1976-2016). Predict the reactants needed to synthesize the given product. (1) Given the product [S:13]1[C:14]2[CH:20]=[CH:19][CH:18]=[CH:17][C:15]=2[N:16]=[C:12]1[S:11][C:24]1[C:23]2[C:22]([Br:21])=[CH:30][C:29]([F:31])=[CH:28][C:27]=2[N:26]2[CH2:32][CH2:33][CH:34]([CH2:35][C:36]([OH:38])=[O:37])[C:25]=12, predict the reactants needed to synthesize it. The reactants are: [S:13]1[C:14]2[CH:20]=[CH:19][CH:18]=[CH:17][C:15]=2[N:16]=[C:12]1[S:11][S:11][C:12]1[S:13][C:14]2[CH:20]=[CH:19][CH:18]=[CH:17][C:15]=2[N:16]=1.[Br:21][C:22]1[C:23]2[CH:24]=[C:25]3[CH:34]([CH2:35][C:36]([O:38]C)=[O:37])[CH2:33][CH2:32][N:26]3[C:27]=2[CH:28]=[C:29]([F:31])[CH:30]=1. (2) Given the product [Cl:24][CH2:25][C:26]([NH:1][C:2]1[CH:7]=[N:6][C:5]([C:8]2[N:9]=[C:10]([CH2:15][Cl:16])[CH:11]=[C:12]([OH:14])[N:13]=2)=[CH:4][CH:3]=1)=[O:27], predict the reactants needed to synthesize it. The reactants are: [NH2:1][C:2]1[CH:3]=[CH:4][C:5]([C:8]2[N:13]=[C:12]([OH:14])[CH:11]=[C:10]([CH2:15][Cl:16])[N:9]=2)=[N:6][CH:7]=1.C(N(CC)CC)C.[Cl:24][CH2:25][C:26](Cl)=[O:27]. (3) Given the product [F:8][C:6]1[CH:5]=[CH:4][C:3]([N+:9]([O-:11])=[O:10])=[C:2]([N:15]2[CH2:14][CH2:13][N:12]([C:18]([O:20][C:21]([CH3:24])([CH3:23])[CH3:22])=[O:19])[CH2:17][CH2:16]2)[CH:7]=1, predict the reactants needed to synthesize it. The reactants are: F[C:2]1[CH:7]=[C:6]([F:8])[CH:5]=[CH:4][C:3]=1[N+:9]([O-:11])=[O:10].[N:12]1([C:18]([O:20][C:21]([CH3:24])([CH3:23])[CH3:22])=[O:19])[CH2:17][CH2:16][NH:15][CH2:14][CH2:13]1.C(N(CC)C(C)C)(C)C. (4) Given the product [ClH:33].[NH2:1][C@@H:4]([C@@H:20]([C:25]1[CH:26]=[C:27]([F:32])[CH:28]=[C:29]([F:31])[CH:30]=1)[C:21]([F:24])([F:23])[F:22])[C:5]([N:7]1[C@@H:11]([CH2:12][C:13]2[CH:14]=[CH:15][CH:16]=[CH:17][CH:18]=2)[CH2:10][O:9][C:8]1=[O:19])=[O:6], predict the reactants needed to synthesize it. The reactants are: [N:1]([C@@H:4]([C@@H:20]([C:25]1[CH:30]=[C:29]([F:31])[CH:28]=[C:27]([F:32])[CH:26]=1)[C:21]([F:24])([F:23])[F:22])[C:5]([N:7]1[C@@H:11]([CH2:12][C:13]2[CH:18]=[CH:17][CH:16]=[CH:15][CH:14]=2)[CH2:10][O:9][C:8]1=[O:19])=[O:6])=[N+]=[N-].[ClH:33]. (5) Given the product [ClH:43].[C:1]([O:5][C:6]([C:8]1[N:9]=[C:10]([C:39]([F:40])([F:41])[F:42])[N:11]2[CH2:16][CH2:15][N:14]([C:17](=[O:38])[CH2:18][C@H:19]([NH2:30])[CH2:20][C:21]3[CH:26]=[C:25]([F:27])[C:24]([F:28])=[CH:23][C:22]=3[F:29])[CH2:13][C:12]=12)=[O:7])([CH3:4])([CH3:2])[CH3:3], predict the reactants needed to synthesize it. The reactants are: [C:1]([O:5][C:6]([C:8]1[N:9]=[C:10]([C:39]([F:42])([F:41])[F:40])[N:11]2[CH2:16][CH2:15][N:14]([C:17](=[O:38])[CH2:18][C@H:19]([NH:30]C(OC(C)(C)C)=O)[CH2:20][C:21]3[CH:26]=[C:25]([F:27])[C:24]([F:28])=[CH:23][C:22]=3[F:29])[CH2:13][C:12]=12)=[O:7])([CH3:4])([CH3:3])[CH3:2].[ClH:43]. (6) Given the product [F:1][C:2]1[CH:3]=[CH:4][C:5]([O:33][CH3:34])=[C:6]([C:8]2[CH:13]=[CH:12][N:11]=[C:10]3[NH:14][C:15]([C:17]4[CH2:18][CH:19]5[N:24]([CH2:25][C:26]([OH:28])=[O:27])[CH:22]([CH2:21][CH2:20]5)[CH:23]=4)=[CH:16][C:9]=23)[CH:7]=1.[F:35][C:36]([F:41])([F:40])[C:37]([OH:39])=[O:38], predict the reactants needed to synthesize it. The reactants are: [F:1][C:2]1[CH:3]=[CH:4][C:5]([O:33][CH3:34])=[C:6]([C:8]2[CH:13]=[CH:12][N:11]=[C:10]3[NH:14][C:15]([C:17]4[CH2:18][CH:19]5[N:24]([CH2:25][C:26]([O:28]C(C)(C)C)=[O:27])[CH:22]([CH:23]=4)[CH2:21][CH2:20]5)=[CH:16][C:9]=23)[CH:7]=1.[F:35][C:36]([F:41])([F:40])[C:37]([OH:39])=[O:38]. (7) Given the product [Br:70][C:71]1[CH:76]=[CH:75][C:74]([C:16]2[CH:17]=[CH:18][C:19]3[N:7]([C:1]4[CH:6]=[CH:5][CH:4]=[CH:3][CH:2]=4)[C:8]4[C:13]([C:14]=3[CH:15]=2)=[CH:12][CH:11]=[CH:10][CH:9]=4)=[CH:73][CH:72]=1, predict the reactants needed to synthesize it. The reactants are: [C:1]1([N:7]2[C:19]3[CH:18]=[CH:17][C:16](C4C=CC([C:16]5[CH:17]=[CH:18][C:19]6[N:7]([C:1]7[CH:2]=[CH:3][CH:4]=[CH:5][CH:6]=7)[C:8]7[C:13]([C:14]=6[CH:15]=5)=[CH:12][CH:11]=[CH:10][CH:9]=7)=CC=4)=[CH:15][C:14]=3[C:13]3[C:8]2=[CH:9][CH:10]=[CH:11][CH:12]=3)[CH:6]=[CH:5][CH:4]=[CH:3][CH:2]=1.II.C1(N2C3C=CC(B(O)O)=CC=3C3C2=CC=CC=3)C=CC=CC=1.[B].[Br:70][C:71]1[CH:76]=[CH:75][C:74](I)=[CH:73][CH:72]=1.